Dataset: Reaction yield outcomes from USPTO patents with 853,638 reactions. Task: Predict the reaction yield, written as a fraction of the theoretical maximum amount of product (1.0 means a 100% yield; for example, 0.34 means a 34% yield). (1) The product is [Br:1][C:2]1[CH:28]=[N:27][C:5]2[N:6]=[C:7]([N:13]3[CH2:16][C:15]([CH3:17])([NH:18][CH3:19])[CH2:14]3)[C:8]3[N:9]([CH:10]=[N:11][N:12]=3)[C:4]=2[CH:3]=1. The yield is 0.380. The catalyst is O1CCOCC1.Cl. The reactants are [Br:1][C:2]1[CH:28]=[N:27][C:5]2[N:6]=[C:7]([N:13]3[CH2:16][C:15]([N:18](C)[C:19](=O)OC(C)(C)C)([CH3:17])[CH2:14]3)[C:8]3[N:9]([CH:10]=[N:11][N:12]=3)[C:4]=2[CH:3]=1. (2) The reactants are CCN=C=NCCCN(C)C.Cl.C1C=CC2N(O)N=NC=2C=1.O.[CH3:24][O:25][C:26]([C:28]1[CH:29]=[C:30]([CH:34]=[C:35]([C:37]2[O:38][CH:39]=[CH:40][N:41]=2)[CH:36]=1)[C:31]([OH:33])=O)=[O:27].CCN(C(C)C)C(C)C.[CH3:51][C:52]1[N:53]=[C:54]([C@H:57]2[CH2:61][CH2:60][CH2:59][NH:58]2)[S:55][CH:56]=1. The catalyst is C(Cl)Cl. The product is [CH3:51][C:52]1[N:53]=[C:54]([C@H:57]2[CH2:61][CH2:60][CH2:59][N:58]2[C:31]([C:30]2[CH:29]=[C:28]([CH:36]=[C:35]([C:37]3[O:38][CH:39]=[CH:40][N:41]=3)[CH:34]=2)[C:26]([O:25][CH3:24])=[O:27])=[O:33])[S:55][CH:56]=1. The yield is 0.650. (3) The reactants are [Br:1][C:2]1[CH:7]=[CH:6][C:5]([CH3:8])=[CH:4][N+:3]=1[O-].[C:10]([NH2:14])([CH3:13])([CH3:12])[CH3:11].C1(C)C=CC(S(OS(C2C=CC(C)=CC=2)(=O)=O)(=O)=O)=CC=1. The catalyst is C(Cl)Cl.FC1C(F)=C(F)C=CC=1. The product is [Br:1][C:2]1[N:3]=[C:4]([NH:14][C:10]([CH3:13])([CH3:12])[CH3:11])[C:5]([CH3:8])=[CH:6][CH:7]=1. The yield is 0.190.